This data is from Forward reaction prediction with 1.9M reactions from USPTO patents (1976-2016). The task is: Predict the product of the given reaction. (1) Given the reactants Cl.[C:2]([C:6]1[CH:10]=[C:9]([CH2:11][NH2:12])[N:8]([C:13]2[CH:18]=[CH:17][CH:16]=[C:15]([F:19])[CH:14]=2)[N:7]=1)([CH3:5])([CH3:4])[CH3:3].C(N(CC)CC)C.[Si:27]([O:34][CH2:35][C:36]1[N:41]=[CH:40][C:39]([NH:42][C:43](=O)[O:44]C2C=CC=CC=2)=[CH:38][CH:37]=1)([C:30]([CH3:33])([CH3:32])[CH3:31])([CH3:29])[CH3:28], predict the reaction product. The product is: [C:2]([C:6]1[CH:10]=[C:9]([CH2:11][NH:12][C:43]([NH:42][C:39]2[CH:40]=[N:41][C:36]([CH2:35][O:34][Si:27]([C:30]([CH3:33])([CH3:32])[CH3:31])([CH3:28])[CH3:29])=[CH:37][CH:38]=2)=[O:44])[N:8]([C:13]2[CH:18]=[CH:17][CH:16]=[C:15]([F:19])[CH:14]=2)[N:7]=1)([CH3:5])([CH3:3])[CH3:4]. (2) Given the reactants [CH3:1][O:2][C:3]1[CH:4]=[CH:5][C:6]2[NH:12][C:11](=S)[CH2:10][CH2:9][C:8](=[O:14])[C:7]=2[CH:15]=1.[C:16]([NH:19][NH2:20])(=O)[CH3:17], predict the reaction product. The product is: [CH3:1][O:2][C:3]1[CH:4]=[CH:5][C:6]2[N:12]3[C:16]([CH3:17])=[N:19][N:20]=[C:11]3[CH2:10][CH2:9][C:8](=[O:14])[C:7]=2[CH:15]=1. (3) Given the reactants [Br:1][C:2]1[C:10]2[C:9](Cl)=[N:8][CH:7]=[N:6][C:5]=2[N:4]([C@@H:12]2[CH2:15][C@H:14]([CH2:16][N:17]3[CH2:22][CH2:21][CH:20]([OH:23])[CH2:19][CH2:18]3)[CH2:13]2)[CH:3]=1.[NH4+:24].[OH-].CCO, predict the reaction product. The product is: [NH2:24][C:9]1[C:10]2[C:2]([Br:1])=[CH:3][N:4]([C@@H:12]3[CH2:15][C@H:14]([CH2:16][N:17]4[CH2:22][CH2:21][CH:20]([OH:23])[CH2:19][CH2:18]4)[CH2:13]3)[C:5]=2[N:6]=[CH:7][N:8]=1. (4) Given the reactants FC(F)(F)C(O)=O.[CH3:8][C:9]1[CH:46]=[CH:45][C:12]2[NH:13][C:14]([NH:16][C@H:17]([C:38]([O:40]C(C)(C)C)=[O:39])[CH2:18][C:19]3[CH:24]=[CH:23][C:22]([O:25][CH2:26][CH2:27][CH2:28][C:29](=[O:37])[NH:30][C:31]4[NH:32][CH2:33][CH2:34][CH2:35][N:36]=4)=[CH:21][CH:20]=3)=[N:15][C:11]=2[CH:10]=1.C1(C)C=CC=CC=1, predict the reaction product. The product is: [CH3:8][C:9]1[CH:46]=[CH:45][C:12]2[NH:13][C:14]([NH:16][C@H:17]([C:38]([OH:40])=[O:39])[CH2:18][C:19]3[CH:24]=[CH:23][C:22]([O:25][CH2:26][CH2:27][CH2:28][C:29](=[O:37])[NH:30][C:31]4[NH:32][CH2:33][CH2:34][CH2:35][N:36]=4)=[CH:21][CH:20]=3)=[N:15][C:11]=2[CH:10]=1. (5) Given the reactants [N:1]1([C:7]2[N:8]=[C:9]3[CH2:16][CH2:15][N:14](C(OCC)=O)[CH2:13][C:10]3=[N:11][CH:12]=2)[CH2:6][CH2:5][O:4][CH2:3][CH2:2]1.[OH-].[K+], predict the reaction product. The product is: [N:1]1([C:7]2[N:8]=[C:9]3[CH2:16][CH2:15][NH:14][CH2:13][C:10]3=[N:11][CH:12]=2)[CH2:2][CH2:3][O:4][CH2:5][CH2:6]1. (6) Given the reactants [NH2:1][C:2]([C:4]1[C:5]([F:19])=[C:6]([CH:15]=[CH:16][C:17]=1[F:18])[O:7][CH2:8][CH:9]=[CH:10][C:11]([O:13]C)=[O:12])=[O:3].[OH-].[Na+].Cl, predict the reaction product. The product is: [NH2:1][C:2]([C:4]1[C:5]([F:19])=[C:6]([CH:15]=[CH:16][C:17]=1[F:18])[O:7][CH2:8][CH:9]=[CH:10][C:11]([OH:13])=[O:12])=[O:3].